Dataset: Full USPTO retrosynthesis dataset with 1.9M reactions from patents (1976-2016). Task: Predict the reactants needed to synthesize the given product. (1) Given the product [F:1][C:2]1[CH:9]=[C:6]([NH:7][CH3:8])[C:5]([NH2:10])=[CH:4][CH:3]=1, predict the reactants needed to synthesize it. The reactants are: [F:1][C:2]1[CH:3]=[CH:4][C:5]([N+:10]([O-])=O)=[C:6]([CH:9]=1)[NH:7][CH3:8]. (2) Given the product [CH3:35][S:36]([O:31][CH2:30][CH2:29][CH2:28][C@H:15]1[CH2:16][C@H:17]([C:18]2[CH:23]=[CH:22][CH:21]=[C:20]([C:24]([F:26])([F:27])[F:25])[CH:19]=2)[N:13]([C:10]2[CH:9]=[CH:8][C:7]([O:6][C:5]3[CH:4]=[CH:3][C:2]([Cl:1])=[CH:34][CH:33]=3)=[CH:12][CH:11]=2)[C:14]1=[O:32])(=[O:38])=[O:37], predict the reactants needed to synthesize it. The reactants are: [Cl:1][C:2]1[CH:34]=[CH:33][C:5]([O:6][C:7]2[CH:12]=[CH:11][C:10]([N:13]3[C@@H:17]([C:18]4[CH:23]=[CH:22][CH:21]=[C:20]([C:24]([F:27])([F:26])[F:25])[CH:19]=4)[CH2:16][C@H:15]([CH2:28][CH2:29][CH2:30][OH:31])[C:14]3=[O:32])=[CH:9][CH:8]=2)=[CH:4][CH:3]=1.[CH3:35][S:36](Cl)(=[O:38])=[O:37]. (3) Given the product [CH3:29][S:30]([N:18]1[CH2:19][CH2:20][CH:15]([N:13]2[CH:14]=[C:10]([B:5]3[O:6][C:7]([CH3:8])([CH3:9])[C:3]([CH3:21])([CH3:2])[O:4]3)[CH:11]=[N:12]2)[CH2:16][CH2:17]1)(=[O:32])=[O:31], predict the reactants needed to synthesize it. The reactants are: Cl.[CH3:2][C:3]1([CH3:21])[C:7]([CH3:9])([CH3:8])[O:6][B:5]([C:10]2[CH:11]=[N:12][N:13]([CH:15]3[CH2:20][CH2:19][NH:18][CH2:17][CH2:16]3)[CH:14]=2)[O:4]1.C(N(CC)CC)C.[CH3:29][S:30](Cl)(=[O:32])=[O:31]. (4) The reactants are: Cl[S:2]([C:5]1[CH:6]=[C:7]([CH:11]=[CH:12][CH:13]=1)[C:8]([OH:10])=[O:9])(=[O:4])=[O:3].[CH:14]1([NH2:20])[CH2:19][CH2:18][CH2:17][CH2:16][CH2:15]1. Given the product [CH:14]1([NH:20][S:2]([C:5]2[CH:6]=[C:7]([CH:11]=[CH:12][CH:13]=2)[C:8]([OH:10])=[O:9])(=[O:4])=[O:3])[CH2:19][CH2:18][CH2:17][CH2:16][CH2:15]1, predict the reactants needed to synthesize it.